This data is from Reaction yield outcomes from USPTO patents with 853,638 reactions. The task is: Predict the reaction yield, written as a fraction of the theoretical maximum amount of product (1.0 means a 100% yield; for example, 0.34 means a 34% yield). (1) The reactants are [F:1][C:2]1[C:7]2[N:8]=[CH:9][O:10][C:6]=2[CH:5]=[C:4]2[NH:11][C:12](=[O:22])[N:13]([C:14]3[CH:19]=[CH:18][C:17]([I:20])=[CH:16][C:15]=3[F:21])[C:3]=12.C(N(CC)CC)C.[CH:30]1([S:33](Cl)(=[O:35])=[O:34])[CH2:32][CH2:31]1. The catalyst is C(Cl)Cl.CN(C1C=CN=CC=1)C. The product is [CH:30]1([S:33]([N:11]2[C:4]3=[CH:5][C:6]4[O:10][CH:9]=[N:8][C:7]=4[C:2]([F:1])=[C:3]3[N:13]([C:14]3[CH:19]=[CH:18][C:17]([I:20])=[CH:16][C:15]=3[F:21])[C:12]2=[O:22])(=[O:35])=[O:34])[CH2:32][CH2:31]1. The yield is 1.00. (2) The reactants are Cl.[CH3:2][O:3][CH2:4][C:5](=[NH:7])[NH2:6].C[O-].[Na+].[C:11]([C:13]1[CH:18]=[CH:17][CH:16]=[CH:15][C:14]=1[C:19]1[CH:24]=[CH:23][C:22]([CH2:25][CH:26]([C:32](=O)[CH2:33][CH2:34][CH2:35][CH3:36])[C:27](OCC)=[O:28])=[CH:21][CH:20]=1)#[N:12]. The catalyst is CO.O1CCOCC1. The product is [CH2:33]([C:32]1[N:7]=[C:5]([CH2:4][O:3][CH3:2])[NH:6][C:27](=[O:28])[C:26]=1[CH2:25][C:22]1[CH:21]=[CH:20][C:19]([C:14]2[C:13]([C:11]#[N:12])=[CH:18][CH:17]=[CH:16][CH:15]=2)=[CH:24][CH:23]=1)[CH2:34][CH2:35][CH3:36]. The yield is 0.750.